Dataset: Forward reaction prediction with 1.9M reactions from USPTO patents (1976-2016). Task: Predict the product of the given reaction. Given the reactants [Br:1][C:2]1[CH:3]=[C:4]([C:9](=O)[CH2:10][C:11]2[CH:16]=[CH:15][CH:14]=[C:13]([CH3:17])[N:12]=2)[CH:5]=[CH:6][C:7]=1[F:8].Br.C(=O)(O)[O-].[Na+].C([O-])(=O)C.[NH4+].[CH2:30]1[N:35]2CN3CN(C2)C[N:31]1C3, predict the reaction product. The product is: [Br:1][C:2]1[CH:3]=[C:4]([C:9]2[N:31]=[CH:30][NH:35][C:10]=2[C:11]2[CH:16]=[CH:15][CH:14]=[C:13]([CH3:17])[N:12]=2)[CH:5]=[CH:6][C:7]=1[F:8].